Dataset: Catalyst prediction with 721,799 reactions and 888 catalyst types from USPTO. Task: Predict which catalyst facilitates the given reaction. Reactant: [Br:1][C:2]1[C:3]([F:13])=[CH:4][C:5]2[O:10][CH2:9][C:8](=[O:11])[NH:7][C:6]=2[CH:12]=1.C([O-])([O-])=O.[K+].[K+].Br[CH:21]([CH3:27])[C:22]([O:24][CH2:25][CH3:26])=[O:23]. Product: [CH2:25]([O:24][C:22](=[O:23])[CH:21]([N:7]1[C:6]2[CH:12]=[C:2]([Br:1])[C:3]([F:13])=[CH:4][C:5]=2[O:10][CH2:9][C:8]1=[O:11])[CH3:27])[CH3:26]. The catalyst class is: 21.